From a dataset of Reaction yield outcomes from USPTO patents with 853,638 reactions. Predict the reaction yield, written as a fraction of the theoretical maximum amount of product (1.0 means a 100% yield; for example, 0.34 means a 34% yield). The reactants are Br[C:2]1[CH:7]=[CH:6][C:5]([C:8]([F:11])([F:10])[F:9])=[CH:4][N:3]=1.[CH3:12][O:13][C:14]1[CH:19]=[C:18](B2OC(C)(C)C(C)(C)O2)[CH:17]=[CH:16][N:15]=1. No catalyst specified. The product is [CH3:12][O:13][C:14]1[CH:19]=[C:18]([C:2]2[CH:7]=[CH:6][C:5]([C:8]([F:11])([F:10])[F:9])=[CH:4][N:3]=2)[CH:17]=[CH:16][N:15]=1. The yield is 0.620.